This data is from Peptide-MHC class II binding affinity with 134,281 pairs from IEDB. The task is: Regression. Given a peptide amino acid sequence and an MHC pseudo amino acid sequence, predict their binding affinity value. This is MHC class II binding data. (1) The peptide sequence is RLKGKSCDDWLGGSV. The MHC is DRB5_0101 with pseudo-sequence DRB5_0101. The binding affinity (normalized) is 0.459. (2) The peptide sequence is VSLIAALKGMINLWK. The MHC is DRB1_0701 with pseudo-sequence DRB1_0701. The binding affinity (normalized) is 0.516. (3) The peptide sequence is SNKAFAEGLSGEPKG. The MHC is DRB3_0202 with pseudo-sequence DRB3_0202. The binding affinity (normalized) is 0. (4) The peptide sequence is LAAAAAWDALAAELY. The MHC is DRB1_1201 with pseudo-sequence DRB1_1201. The binding affinity (normalized) is 0.643. (5) The binding affinity (normalized) is 0. The peptide sequence is RADEINAIFEENEVD. The MHC is HLA-DQA10601-DQB10402 with pseudo-sequence HLA-DQA10601-DQB10402. (6) The peptide sequence is MASSSSVLLVVVLFA. The MHC is HLA-DQA10301-DQB10302 with pseudo-sequence HLA-DQA10301-DQB10302. The binding affinity (normalized) is 0.274. (7) The peptide sequence is VWGQKYFKGNFERLA. The MHC is DRB1_1001 with pseudo-sequence DRB1_1001. The binding affinity (normalized) is 0.935.